From a dataset of Forward reaction prediction with 1.9M reactions from USPTO patents (1976-2016). Predict the product of the given reaction. (1) Given the reactants [Cl:1][C:2]1[CH:7]=[CH:6][C:5]([NH:8]C(=O)C)=[C:4]([O:12][C:13]2[CH:18]=[CH:17][C:16]([C:19]3[N:23]=[C:22]([CH3:24])[O:21][N:20]=3)=[CH:15][C:14]=2[Cl:25])[CH:3]=1, predict the reaction product. The product is: [Cl:1][C:2]1[CH:7]=[CH:6][C:5]([NH2:8])=[C:4]([O:12][C:13]2[CH:18]=[CH:17][C:16]([C:19]3[N:23]=[C:22]([CH3:24])[O:21][N:20]=3)=[CH:15][C:14]=2[Cl:25])[CH:3]=1. (2) Given the reactants O[C:2]([CH2:4][CH2:5][CH2:6][CH2:7][C@H:8]1[C@@H:16]2[C@@H:11]([NH:12][C:13]([NH:15]2)=[O:14])[CH2:10][S:9]1)=[O:3].[NH:17]1[CH2:22][CH2:21][NH:20][CH2:19][CH2:18]1.[N:23]1C=CC=CC=1, predict the reaction product. The product is: [N:17]1([C@@:16]23[C@H:8]([CH2:7][CH2:6][CH2:5][CH2:4][C:2]([NH2:23])=[O:3])[S:9][CH2:10][C@@H:11]2[NH:12][C:13](=[O:14])[NH:15]3)[CH2:22][CH2:21][NH:20][CH2:19][CH2:18]1.